Task: Predict the reactants needed to synthesize the given product.. Dataset: Full USPTO retrosynthesis dataset with 1.9M reactions from patents (1976-2016) Given the product [CH3:1][C:2]([CH3:32])([CH3:31])[C@H:3]([NH:8][C:9]([N:11]1[C:19]2[CH2:18][CH2:17][N:16]([CH3:35])[CH2:15][C:14]=2[C:13]([C:20]2[CH:25]=[C:24]([C:26]([F:28])([F:27])[F:29])[CH:23]=[CH:22][C:21]=2[F:30])=[N:12]1)=[O:10])[C:4]([NH:6][CH3:7])=[O:5], predict the reactants needed to synthesize it. The reactants are: [CH3:1][C:2]([CH3:32])([CH3:31])[C@H:3]([NH:8][C:9]([N:11]1[C:19]2[CH2:18][CH2:17][NH:16][CH2:15][C:14]=2[C:13]([C:20]2[CH:25]=[C:24]([C:26]([F:29])([F:28])[F:27])[CH:23]=[CH:22][C:21]=2[F:30])=[N:12]1)=[O:10])[C:4]([NH:6][CH3:7])=[O:5].C=O.[CH3:35]C(C)(C)[C@H](NC(N1C2CCN(C)CC=2C(C2C=C(F)C(F)=CC=2F)=N1)=O)C(NC)=O.